Dataset: NCI-60 drug combinations with 297,098 pairs across 59 cell lines. Task: Regression. Given two drug SMILES strings and cell line genomic features, predict the synergy score measuring deviation from expected non-interaction effect. (1) Drug 1: CC1C(C(CC(O1)OC2CC(CC3=C2C(=C4C(=C3O)C(=O)C5=C(C4=O)C(=CC=C5)OC)O)(C(=O)C)O)N)O.Cl. Drug 2: CC1=C(C(CCC1)(C)C)C=CC(=CC=CC(=CC(=O)O)C)C. Cell line: HCT-15. Synergy scores: CSS=3.40, Synergy_ZIP=-2.72, Synergy_Bliss=-4.65, Synergy_Loewe=-16.4, Synergy_HSA=-6.65. (2) Drug 1: C1CCC(C(C1)N)N.C(=O)(C(=O)[O-])[O-].[Pt+4]. Drug 2: C(CCl)NC(=O)N(CCCl)N=O. Cell line: RXF 393. Synergy scores: CSS=7.30, Synergy_ZIP=1.45, Synergy_Bliss=-1.47, Synergy_Loewe=0.137, Synergy_HSA=-0.0925.